This data is from Catalyst prediction with 721,799 reactions and 888 catalyst types from USPTO. The task is: Predict which catalyst facilitates the given reaction. (1) Reactant: [CH3:1][C:2]1([CH3:14])[O:6][CH:5]([C:7]2[N:12]=[CH:11][C:10]([NH2:13])=[CH:9][CH:8]=2)[CH2:4][O:3]1.N1C=CC=CC=1.Cl[C:22]([O:24][C:25]1[CH:30]=[CH:29][CH:28]=[CH:27][CH:26]=1)=[O:23]. Product: [CH3:1][C:2]1([CH3:14])[O:6][CH:5]([C:7]2[N:12]=[CH:11][C:10]([NH:13][C:22](=[O:23])[O:24][C:25]3[CH:30]=[CH:29][CH:28]=[CH:27][CH:26]=3)=[CH:9][CH:8]=2)[CH2:4][O:3]1. The catalyst class is: 7. (2) Reactant: [NH2:1][CH2:2][CH:3]1[N:8]2[C:9]3[CH:10]=[CH:11][CH:12]=[C:13]([F:16])[C:14]=3[CH:15]=[C:7]2[C:6]2[N:17]=[C:18]([C:21]3[C:22]([N:41]([CH3:46])[S:42]([CH3:45])(=[O:44])=[O:43])=[CH:23][C:24]4[O:28][C:27]([C:29]5[CH:34]=[CH:33][C:32]([F:35])=[CH:31][CH:30]=5)=[C:26]([C:36]([NH:38][CH3:39])=[O:37])[C:25]=4[CH:40]=3)[CH:19]=[CH:20][C:5]=2[O:4]1.O=[CH:48][C:49]([O:51][CH2:52][CH3:53])=[O:50].C(O)(=O)C.[BH-](OC(C)=O)(OC(C)=O)OC(C)=O.[Na+]. Product: [F:16][C:13]1[C:14]2[CH:15]=[C:7]3[C:6]4[N:17]=[C:18]([C:21]5[C:22]([N:41]([CH3:46])[S:42]([CH3:45])(=[O:43])=[O:44])=[CH:23][C:24]6[O:28][C:27]([C:29]7[CH:30]=[CH:31][C:32]([F:35])=[CH:33][CH:34]=7)=[C:26]([C:36](=[O:37])[NH:38][CH3:39])[C:25]=6[CH:40]=5)[CH:19]=[CH:20][C:5]=4[O:4][CH:3]([CH2:2][NH:1][CH2:48][C:49]([O:51][CH2:52][CH3:53])=[O:50])[N:8]3[C:9]=2[CH:10]=[CH:11][CH:12]=1. The catalyst class is: 2. (3) Reactant: [OH:1][C@@H:2]1[CH2:19][C@@:17]2([CH3:18])[C@@H:13]([CH:14]=[CH:15][C:16]2=[O:20])[C@H:12]2[C@H:3]1[C@:4]1([CH3:22])[CH:9]([CH2:10][CH2:11]2)[CH2:8][C:7](=[O:21])[CH2:6][CH2:5]1.[C:23]1(C)C=CC=C[CH:24]=1.C(OCC)(OCC)OCC. Product: [CH2:23]([O:21][C:7]1[CH2:6][CH2:5][C@@:4]2([CH3:22])[C:9](=[CH:10][CH2:11][C@@H:12]3[C@@H:3]2[C@H:2]([OH:1])[CH2:19][C@@:17]2([CH3:18])[C@H:13]3[CH2:14][CH2:15][C:16]2=[O:20])[CH:8]=1)[CH3:24]. The catalyst class is: 8.